This data is from Full USPTO retrosynthesis dataset with 1.9M reactions from patents (1976-2016). The task is: Predict the reactants needed to synthesize the given product. (1) Given the product [F:1][C:2]1[CH:31]=[C:30]([F:32])[CH:29]=[CH:28][C:3]=1[O:4][C:5]1[C:10]([C:11]2[C:19]3[CH:18]=[CH:17][NH:16][C:15](=[O:20])[C:14]=3[N:13]([CH3:22])[CH:12]=2)=[CH:9][C:8]([CH2:23][S:24]([CH3:27])(=[O:25])=[O:26])=[CH:7][N:6]=1, predict the reactants needed to synthesize it. The reactants are: [F:1][C:2]1[CH:31]=[C:30]([F:32])[CH:29]=[CH:28][C:3]=1[O:4][C:5]1[C:10]([C:11]2[C:19]3[C:14](=[C:15]([O:20]C)[N:16]=[CH:17][CH:18]=3)[N:13]([CH3:22])[CH:12]=2)=[CH:9][C:8]([CH2:23][S:24]([CH3:27])(=[O:26])=[O:25])=[CH:7][N:6]=1.Cl.O1CCOCC1. (2) Given the product [C:1]([C:5]1[CH:6]=[CH:7][C:8]([OH:11])=[C:9]([Cl:16])[CH:10]=1)([CH3:4])([CH3:2])[CH3:3], predict the reactants needed to synthesize it. The reactants are: [C:1]([C:5]1[CH:10]=[CH:9][C:8]([OH:11])=[CH:7][CH:6]=1)([CH3:4])([CH3:3])[CH3:2].CO.O.C(Cl)[Cl:16]. (3) Given the product [N:1]1([C:7]2[N:12]=[C:11]([C:13]3[CH:18]=[CH:17][C:16]([NH:19][C:42]([NH:41][C:38]4[CH:39]=[CH:40][S:36][CH:37]=4)=[O:43])=[CH:15][CH:14]=3)[N:10]=[C:9]3[N:20]([CH:23]4[CH2:28][CH2:27][N:26]([CH2:29][C:30]5[CH:31]=[N:32][CH:33]=[CH:34][CH:35]=5)[CH2:25][CH2:24]4)[N:21]=[CH:22][C:8]=23)[CH2:2][CH2:3][O:4][CH2:5][CH2:6]1, predict the reactants needed to synthesize it. The reactants are: [N:1]1([C:7]2[N:12]=[C:11]([C:13]3[CH:18]=[CH:17][C:16]([NH2:19])=[CH:15][CH:14]=3)[N:10]=[C:9]3[N:20]([CH:23]4[CH2:28][CH2:27][N:26]([CH2:29][C:30]5[CH:31]=[N:32][CH:33]=[CH:34][CH:35]=5)[CH2:25][CH2:24]4)[N:21]=[CH:22][C:8]=23)[CH2:6][CH2:5][O:4][CH2:3][CH2:2]1.[S:36]1[CH:40]=[CH:39][C:38]([N:41]=[C:42]=[O:43])=[CH:37]1. (4) The reactants are: [Cl:1][C:2]1(NCC)[CH:6]=[CH:5][N:4]([C:7]2[CH:8]=[N:9][CH:10]=[CH:11][CH:12]=2)[NH:3]1.[Cl:16][C:17]1[C:21]([NH:22][C:23](=[O:25])[CH3:24])=[CH:20][N:19]([C:26]2[CH:27]=[N:28][CH:29]=[CH:30][CH:31]=2)[N:18]=1.C(Br)C.[H-].[Na+].CC(C)([O-])C.[Na+].CC(C)([O-])C.[K+].C(OC(CC)(C)C)(CC)(C)C.[Na]. Given the product [Cl:1][C:2]1[C:6]([N:22]([CH2:21][CH3:20])[C:23](=[O:25])[CH3:24])=[CH:5][N:4]([C:7]2[CH:8]=[N:9][CH:10]=[CH:11][CH:12]=2)[N:3]=1.[Cl:16][C:17]1[C:21]([NH:22][C:23](=[O:25])[CH3:24])=[CH:20][N:19]([C:26]2[CH:27]=[N:28][CH:29]=[CH:30][CH:31]=2)[N:18]=1, predict the reactants needed to synthesize it. (5) The reactants are: [Cl:1][C:2]1[CH:3]=[C:4]([NH:11]C(=O)C)[CH:5]=[CH:6][C:7]=1[N+:8]([O-:10])=[O:9].Cl. Given the product [Cl:1][C:2]1[CH:3]=[C:4]([NH2:11])[CH:5]=[CH:6][C:7]=1[N+:8]([O-:10])=[O:9], predict the reactants needed to synthesize it. (6) Given the product [C:1]([O:5][C:6]([N:8]1[CH2:12][CH2:11][CH2:10][C@H:9]1[CH2:13][O:14][C:15]1[CH:16]=[N:17][CH:18]=[C:19]([C:21]#[CH:22])[CH:20]=1)=[O:7])([CH3:4])([CH3:3])[CH3:2], predict the reactants needed to synthesize it. The reactants are: [C:1]([O:5][C:6]([N:8]1[CH2:12][CH2:11][CH2:10][C@H:9]1[CH2:13][O:14][C:15]1[CH:16]=[N:17][CH:18]=[C:19]([C:21]#[C:22][Si](C)(C)C)[CH:20]=1)=[O:7])([CH3:4])([CH3:3])[CH3:2].[F-].C([N+](CCCC)(CCCC)CCCC)CCC. (7) Given the product [O:30]1[CH2:31][CH2:32][N:33]([C:36]2[CH:37]=[CH:38][C:39]([NH:40][C:2]3[C:3]4[NH:20][N:19]=[CH:18][C:4]=4[N:5]=[C:6]([C:8]4[CH:13]=[CH:12][CH:11]=[C:10]([C:14]([F:17])([F:15])[F:16])[CH:9]=4)[N:7]=3)=[CH:41][CH:42]=2)[CH2:34][CH2:35]1, predict the reactants needed to synthesize it. The reactants are: Cl[C:2]1[C:3]2[C:4](=[CH:18][N:19](CC3C=CC(OC)=CC=3)[N:20]=2)[N:5]=[C:6]([C:8]2[CH:13]=[CH:12][CH:11]=[C:10]([C:14]([F:17])([F:16])[F:15])[CH:9]=2)[N:7]=1.[O:30]1[CH2:35][CH2:34][N:33]([C:36]2[CH:42]=[CH:41][C:39]([NH2:40])=[CH:38][CH:37]=2)[CH2:32][CH2:31]1.Cl.